From a dataset of Full USPTO retrosynthesis dataset with 1.9M reactions from patents (1976-2016). Predict the reactants needed to synthesize the given product. Given the product [NH2:28][CH:29]([CH2:37][C:38]1[CH:43]=[CH:42][C:41]([C:44]2[CH:45]=[N:46][C:47]([O:15][CH2:14][CH:11]3[CH2:12][CH2:13][N:8]([C:6]4[CH:5]=[N:4][CH:3]=[C:2]([CH3:1])[N:7]=4)[CH2:9][CH2:10]3)=[CH:48][CH:49]=2)=[CH:40][C:39]=1[F:51])[C:30]([N:31]1[CH2:32][CH2:33][CH2:34][CH2:35]1)=[O:36], predict the reactants needed to synthesize it. The reactants are: [CH3:1][C:2]1[N:7]=[C:6]([N:8]2[CH2:13][CH2:12][CH:11]([CH2:14][OH:15])[CH2:10][CH2:9]2)[CH:5]=[N:4][CH:3]=1.CC(C)([O-])C.[K+].C(OC(=O)[NH:28][C@@H:29]([CH2:37][C:38]1[CH:43]=[CH:42][C:41]([C:44]2[CH:45]=[N:46][C:47](F)=[CH:48][CH:49]=2)=[CH:40][C:39]=1[F:51])[C:30](=[O:36])[N:31]1[CH2:35][CH2:34][CH2:33][CH2:32]1)(C)(C)C.